Dataset: Forward reaction prediction with 1.9M reactions from USPTO patents (1976-2016). Task: Predict the product of the given reaction. Given the reactants [Cl:1][C:2]1[CH:3]=[C:4]([CH:16]=[C:17]([Cl:21])[C:18]=1[O:19][CH3:20])[C:5]([N:7]1[C:11]2[CH:12]=[CH:13][CH:14]=[CH:15][C:10]=2[S:9][CH2:8]1)=[O:6].ClC1C=CC=C(C(OO)=[O:30])C=1, predict the reaction product. The product is: [Cl:1][C:2]1[CH:3]=[C:4]([CH:16]=[C:17]([Cl:21])[C:18]=1[O:19][CH3:20])[C:5]([N:7]1[C:11]2[CH:12]=[CH:13][CH:14]=[CH:15][C:10]=2[S:9](=[O:30])[CH2:8]1)=[O:6].